This data is from Forward reaction prediction with 1.9M reactions from USPTO patents (1976-2016). The task is: Predict the product of the given reaction. (1) The product is: [CH:1]1([N:6]2[CH2:12][C@:11]([F:15])([CH:13]=[CH2:14])[C:10](=[O:16])[N:9]([CH3:17])[C:8]3[CH:18]=[N:19][C:20]([NH:22][C:23]4[C:32]([O:33][CH3:34])=[CH:31][C:26]([C:27]([OH:29])=[O:28])=[C:25]([F:35])[CH:24]=4)=[N:21][C:7]2=3)[CH2:5][CH2:4][CH2:3][CH2:2]1. Given the reactants [CH:1]1([N:6]2[CH2:12][C@:11]([F:15])([CH:13]=[CH2:14])[C:10](=[O:16])[N:9]([CH3:17])[C:8]3[CH:18]=[N:19][C:20]([NH:22][C:23]4[C:32]([O:33][CH3:34])=[CH:31][C:26]([C:27]([O:29]C)=[O:28])=[C:25]([F:35])[CH:24]=4)=[N:21][C:7]2=3)[CH2:5][CH2:4][CH2:3][CH2:2]1, predict the reaction product. (2) Given the reactants [OH:1][C:2]1[CH:12]=[CH:11][C:5]([CH:6]([OH:10])[C:7]([OH:9])=[O:8])=[CH:4][CH:3]=1.[C:13]1(C)C=CC(S(O)(=O)=O)=C[CH:14]=1.C([O-])(O)=O.[Na+], predict the reaction product. The product is: [OH:1][C:2]1[CH:12]=[CH:11][C:5]([CH:6]([OH:10])[C:7]([O:9][CH2:13][CH3:14])=[O:8])=[CH:4][CH:3]=1. (3) Given the reactants [CH3:1][C:2]1[N:3]=[CH:4][S:5][C:6]=1[C:7]1[CH:14]=[CH:13][C:10]([C:11]#[N:12])=[CH:9][CH:8]=1.[H-].[H-].[H-].[H-].[Li+].[Al+3], predict the reaction product. The product is: [CH3:1][C:2]1[N:3]=[CH:4][S:5][C:6]=1[C:7]1[CH:14]=[CH:13][C:10]([CH2:11][NH2:12])=[CH:9][CH:8]=1. (4) The product is: [O:17]1[C:21]2[CH:22]=[CH:23][CH:24]=[C:25]([C:2]3[N:11]=[CH:10][C:9]4[NH:8][C:7](=[O:12])[CH:6]5[CH2:13][O:14][CH2:15][CH2:16][N:5]5[C:4]=4[N:3]=3)[C:20]=2[O:19][CH2:18]1. Given the reactants Cl[C:2]1[N:11]=[CH:10][C:9]2[NH:8][C:7](=[O:12])[CH:6]3[CH2:13][O:14][CH2:15][CH2:16][N:5]3[C:4]=2[N:3]=1.[O:17]1[C:21]2[CH:22]=[CH:23][CH:24]=[C:25](B(O)O)[C:20]=2[O:19][CH2:18]1, predict the reaction product. (5) Given the reactants [C:1]1([CH3:33])[CH:6]=[CH:5][C:4]([S:7]([N:10]2[CH2:15][CH2:14][C@H:13]([C:16](=[O:29])[NH:17][C:18]3[CH:23]=[CH:22][C:21]([O:24][C:25]([F:28])([F:27])[F:26])=[CH:20][CH:19]=3)[CH2:12][C@H:11]2[C:30]([OH:32])=[O:31])(=[O:9])=[O:8])=[CH:3][CH:2]=1.[CH3:34][O:35][C:36]([C@H:38]1[CH2:43][CH2:42][N:41]([S:44]([C:47]2[CH:52]=[CH:51][C:50]([CH3:53])=[CH:49][CH:48]=2)(=[O:46])=[O:45])[C@H:40]([C:54]([OH:56])=[O:55])[CH2:39]1)=[O:37].[Cl-].C[Al+]C, predict the reaction product. The product is: [C:1]1([CH3:33])[CH:2]=[CH:3][C:4]([S:7]([N:10]2[CH2:15][CH2:14][C@@H:13]([C:16](=[O:29])[NH:17][C:18]3[CH:23]=[CH:22][C:21]([O:24][C:25]([F:28])([F:27])[F:26])=[CH:20][CH:19]=3)[CH2:12][C@@H:11]2[C:30]([OH:32])=[O:31])(=[O:9])=[O:8])=[CH:5][CH:6]=1.[CH3:34][O:35][C:36]([C@@H:38]1[CH2:43][CH2:42][N:41]([S:44]([C:47]2[CH:48]=[CH:49][C:50]([CH3:53])=[CH:51][CH:52]=2)(=[O:45])=[O:46])[C@@H:40]([C:54]([OH:56])=[O:55])[CH2:39]1)=[O:37].[F:26][C:25]([F:27])([F:28])[O:24][C:21]1[CH:22]=[CH:23][C:18]([NH2:17])=[CH:19][CH:20]=1.